The task is: Regression/Classification. Given a drug SMILES string, predict its absorption, distribution, metabolism, or excretion properties. Task type varies by dataset: regression for continuous measurements (e.g., permeability, clearance, half-life) or binary classification for categorical outcomes (e.g., BBB penetration, CYP inhibition). Dataset: cyp1a2_veith.. This data is from CYP1A2 inhibition data for predicting drug metabolism from PubChem BioAssay. (1) The compound is O=C(N/N=C/c1ccco1)/C(=C/c1cccc([N+](=O)[O-])c1)NC(=O)c1ccccc1. The result is 0 (non-inhibitor). (2) The drug is CC(C)CN1CC[C@@]2(CCCN(C(=O)c3cnccn3)C2)C1. The result is 0 (non-inhibitor). (3) The drug is COCCNc1nc(-c2ccccc2C)nc2ccccc12. The result is 1 (inhibitor). (4) The drug is NC(=O)/C(=N\O)c1ccccc1. The result is 0 (non-inhibitor). (5) The drug is CCOC(=O)COc1ccc(/C=C/[N+](=O)[O-])c(OCC(=O)OCC)c1. The result is 1 (inhibitor). (6) The drug is Cc1c(C)c2c(C)[nH]nc2oc1=O. The result is 1 (inhibitor). (7) The compound is CN(C)CCNS(=O)(=O)N(C)C. The result is 0 (non-inhibitor). (8) The drug is CCCNC(=O)OC[C@@H]1O[C@H](CCO/N=C\[C@@H](C)[C@H](OCc2ccccc2)C(C)C)C=C[C@@H]1Oc1ccc(OC)cc1. The result is 0 (non-inhibitor).